Dataset: Reaction yield outcomes from USPTO patents with 853,638 reactions. Task: Predict the reaction yield, written as a fraction of the theoretical maximum amount of product (1.0 means a 100% yield; for example, 0.34 means a 34% yield). (1) The reactants are [H-].[Na+].[C:3](#[N:5])[CH3:4].C([O:8][C:9](=O)[C:10]([CH3:14])([CH3:13])[CH2:11][CH3:12])C. The catalyst is O1CCCC1.Cl. The product is [CH3:13][C:10]([CH3:14])([CH2:11][CH3:12])[C:9](=[O:8])[CH2:4][C:3]#[N:5]. The yield is 0.270. (2) The reactants are [NH2:1][C:2]1[CH:17]=[CH:16][CH:15]=[C:14]([F:18])[C:3]=1[C:4]([NH:6][C:7]1[CH:12]=[CH:11][CH:10]=[CH:9][C:8]=1[Cl:13])=[O:5].[Cl:19][CH2:20][C:21](Cl)=O. The catalyst is C(O)(=O)C. The product is [Cl:19][CH2:20][C:21]1[N:6]([C:7]2[CH:12]=[CH:11][CH:10]=[CH:9][C:8]=2[Cl:13])[C:4](=[O:5])[C:3]2[C:2](=[CH:17][CH:16]=[CH:15][C:14]=2[F:18])[N:1]=1. The yield is 0.700. (3) The reactants are [OH:1][C@@H:2]1[O:8][C@H:7]([CH2:9][OH:10])[C@@H:5]([OH:6])[C@@H:3]1[OH:4].[NH:11]1[CH:18]=[CH:17][C:15]([NH2:16])=[N:14][C:12]1=[O:13].[C:19](Cl)(=[O:26])[C:20]1[CH:25]=[CH:24][CH:23]=[CH:22][CH:21]=1.C(=O)(O)[O-].[Na+]. The catalyst is N1C=CC=CC=1. The yield is 0.860. The product is [OH:1][C@@H:2]1[O:8][C@H:7]([CH2:9][OH:10])[C@@H:5]([OH:6])[C@@H:3]1[OH:4].[C:19]([NH:16][C:15]1[CH:17]=[CH:18][NH:11][C:12](=[O:13])[N:14]=1)(=[O:26])[C:20]1[CH:25]=[CH:24][CH:23]=[CH:22][CH:21]=1. (4) The reactants are [NH:1]1[C:5]2[CH:6]=[CH:7][C:8]([C:10]([OH:12])=O)=[CH:9][C:4]=2[N:3]=[CH:2]1.[CH2:13]1[C@@H:22]2[C@H:17]([CH2:18][CH2:19][C:20]3[CH:26]=[CH:25][C:24]([C:27]#[N:28])=[CH:23][C:21]=32)[NH:16][CH2:15][CH2:14]1. No catalyst specified. The product is [NH:1]1[C:5]2[CH:6]=[CH:7][C:8]([C:10]([N:16]3[C@@H:17]4[C@H:22]([C:21]5[CH:23]=[C:24]([C:27]#[N:28])[CH:25]=[CH:26][C:20]=5[CH2:19][CH2:18]4)[CH2:13][CH2:14][CH2:15]3)=[O:12])=[CH:9][C:4]=2[N:3]=[CH:2]1. The yield is 0.180. (5) The reactants are [Br:1][C:2]1[CH:3]=[C:4]([CH2:8][CH2:9][C:10](=O)[CH2:11][C:12]([O:14]CC)=O)[CH:5]=[CH:6][CH:7]=1.C(=O)(O)O.[NH2:22][C:23]([NH2:25])=[NH:24]. The catalyst is C(O)C. The product is [NH2:24][C:23]1[NH:25][C:12](=[O:14])[CH:11]=[C:10]([CH2:9][CH2:8][C:4]2[CH:5]=[CH:6][CH:7]=[C:2]([Br:1])[CH:3]=2)[N:22]=1. The yield is 0.710.